This data is from Full USPTO retrosynthesis dataset with 1.9M reactions from patents (1976-2016). The task is: Predict the reactants needed to synthesize the given product. Given the product [C:1]([O:5][C:6]([NH:8][CH2:9][CH:10]1[CH2:19][CH2:18][C:17]2[C:12](=[CH:13][CH:14]=[C:15]([CH2:20][OH:21])[CH:16]=2)[CH2:11]1)=[O:7])([CH3:4])([CH3:2])[CH3:3], predict the reactants needed to synthesize it. The reactants are: [C:1]([O:5][C:6]([NH:8][CH2:9][CH:10]1[CH2:19][CH2:18][C:17]2[C:12](=[CH:13][CH:14]=[C:15]([C:20](OC)=[O:21])[CH:16]=2)[CH2:11]1)=[O:7])([CH3:4])([CH3:3])[CH3:2].[H-].C([Al+]CC(C)C)C(C)C.CCCCCC.CO.